This data is from Full USPTO retrosynthesis dataset with 1.9M reactions from patents (1976-2016). The task is: Predict the reactants needed to synthesize the given product. (1) Given the product [C:1]([O:5][C:6]([NH:8][C@H:9]1[CH2:13][CH2:12][N:11]([S:14]([C:17]2[C:18]3[C:19]([CH:28]4[CH2:30][CH2:29]4)=[CH:20][N:21]=[CH:22][C:23]=3[CH:24]=[CH:25][CH:26]=2)(=[O:16])=[O:15])[CH2:10]1)=[O:7])([CH3:4])([CH3:3])[CH3:2], predict the reactants needed to synthesize it. The reactants are: [C:1]([O:5][C:6]([NH:8][C@H:9]1[CH2:13][CH2:12][N:11]([S:14]([C:17]2[C:18]3[C:19](Br)=[CH:20][N:21]=[CH:22][C:23]=3[CH:24]=[CH:25][CH:26]=2)(=[O:16])=[O:15])[CH2:10]1)=[O:7])([CH3:4])([CH3:3])[CH3:2].[CH:28]1(B(O)O)[CH2:30][CH2:29]1.P([O-])([O-])([O-])=O.[K+].[K+].[K+].F[B-](F)(F)F.C1([PH+](C2CCCCC2)C2CCCCC2)CCCCC1. (2) The reactants are: C([C@@H]1COC(=O)N1C(=O)[C@H]([CH2:19][S:20]([N:23]1[CH2:28][CH2:27][N:26]([C:29]2[N:34]=[CH:33][C:32]([C:35]3[CH:40]=[CH:39][C:38]([F:41])=[CH:37][CH:36]=3)=[CH:31][N:30]=2)[CH2:25][CH2:24]1)(=[O:22])=[O:21])C(C)C)C1C=CC=CC=1.Cl.Cl.FC1C=CC(C2C=NC(N3CCNCC3)=NC=2)=CC=1.[CH3:64][O:65][C:66]([C:68]1(CS(Cl)(=O)=O)[CH2:73][CH2:72][CH2:71][CH2:70][CH2:69]1)=[O:67]. Given the product [CH3:64][O:65][C:66]([C:68]1([CH2:19][S:20]([N:23]2[CH2:24][CH2:25][N:26]([C:29]3[N:34]=[CH:33][C:32]([C:35]4[CH:36]=[CH:37][C:38]([F:41])=[CH:39][CH:40]=4)=[CH:31][N:30]=3)[CH2:27][CH2:28]2)(=[O:22])=[O:21])[CH2:73][CH2:72][CH2:71][CH2:70][CH2:69]1)=[O:67], predict the reactants needed to synthesize it. (3) Given the product [Cl:1][C:2]1[CH:3]=[C:4]([NH:9][C:10]2[C:11]3[C:18](=[CH:34][C:32]4[NH:33][C:29]([C:27]([N:24]5[CH2:23][CH2:22][N:21]([CH3:20])[CH2:26][CH2:25]5)=[O:28])=[CH:30][CH:31]=4)[C:17](=[O:19])[NH:16][C:12]=3[N:13]=[CH:14][N:15]=2)[CH:5]=[CH:6][C:7]=1[F:8], predict the reactants needed to synthesize it. The reactants are: [Cl:1][C:2]1[CH:3]=[C:4]([NH:9][C:10]2[C:11]3[CH2:18][C:17](=[O:19])[NH:16][C:12]=3[N:13]=[CH:14][N:15]=2)[CH:5]=[CH:6][C:7]=1[F:8].[CH3:20][N:21]1[CH2:26][CH2:25][N:24]([C:27]([C:29]2[NH:33][C:32]([CH:34]=O)=[CH:31][CH:30]=2)=[O:28])[CH2:23][CH2:22]1. (4) Given the product [CH2:1]([N:15]1[CH2:20][CH2:19][CH:18]([C:21]([O:23][CH2:24][CH3:25])=[O:22])[CH2:17][CH2:16]1)[C:2]1[CH:7]=[CH:6][CH:5]=[CH:4][CH:3]=1, predict the reactants needed to synthesize it. The reactants are: [CH2:1](Cl)[C:2]1[CH:7]=[CH:6][CH:5]=[CH:4][CH:3]=1.C(=O)([O-])[O-].[K+].[K+].[NH:15]1[CH2:20][CH2:19][CH:18]([C:21]([O:23][CH2:24][CH3:25])=[O:22])[CH2:17][CH2:16]1. (5) Given the product [CH:1]([C:4]1[N:5]=[C:6]([CH2:9][CH2:10][C:11]2[CH:29]=[CH:28][N:14]3[C:15](=[O:27])[C:16]([CH:25]=[C:34]4[S:30][C:31](=[O:36])[NH:32][C:33]4=[O:35])=[C:17]([N:19]4[CH2:24][CH2:23][O:22][CH2:21][CH2:20]4)[N:18]=[C:13]3[CH:12]=2)[S:7][CH:8]=1)([CH3:3])[CH3:2], predict the reactants needed to synthesize it. The reactants are: [CH:1]([C:4]1[N:5]=[C:6]([CH2:9][CH2:10][C:11]2[CH:29]=[CH:28][N:14]3[C:15](=[O:27])[C:16]([CH:25]=O)=[C:17]([N:19]4[CH2:24][CH2:23][O:22][CH2:21][CH2:20]4)[N:18]=[C:13]3[CH:12]=2)[S:7][CH:8]=1)([CH3:3])[CH3:2].[S:30]1[CH2:34][C:33](=[O:35])[NH:32][C:31]1=[O:36]. (6) Given the product [CH:18]1([NH:21][C:22](=[O:23])[C:24]2[CH:29]=[C:28]([C:2]3[CH:3]=[C:4]4[C:8](=[CH:9][CH:10]=3)[N:7]([C:11]3[CH:16]=[CH:15][C:14]([F:17])=[CH:13][CH:12]=3)[N:6]=[CH:5]4)[C:27]([CH3:33])=[C:26]([F:34])[CH:25]=2)[CH2:19][CH2:20]1, predict the reactants needed to synthesize it. The reactants are: Br[C:2]1[CH:3]=[C:4]2[C:8](=[CH:9][CH:10]=1)[N:7]([C:11]1[CH:16]=[CH:15][C:14]([F:17])=[CH:13][CH:12]=1)[N:6]=[CH:5]2.[CH:18]1([NH:21][C:22]([C:24]2[CH:25]=[C:26]([F:34])[C:27]([CH3:33])=[C:28](B(O)O)[CH:29]=2)=[O:23])[CH2:20][CH2:19]1.C(=O)([O-])O.[Na+]. (7) Given the product [CH2:1]([N:3]([CH2:23][CH3:24])[CH2:4][CH:5]([C:7]1[CH:8]=[C:9]([CH:13]=[C:14]([C:16]2[CH:21]=[CH:20][C:19]([CH3:22])=[CH:18][N:17]=2)[CH:15]=1)[C:10]([NH:36][C@@H:34]([C:31]1[CH:32]=[N:33][C:28]([CH3:27])=[CH:29][CH:30]=1)[CH3:35])=[O:12])[OH:6])[CH3:2], predict the reactants needed to synthesize it. The reactants are: [CH2:1]([N:3]([CH2:23][CH3:24])[CH2:4][CH:5]([C:7]1[CH:8]=[C:9]([CH:13]=[C:14]([C:16]2[CH:21]=[CH:20][C:19]([CH3:22])=[CH:18][N:17]=2)[CH:15]=1)[C:10]([OH:12])=O)[OH:6])[CH3:2].Cl.Cl.[CH3:27][C:28]1[N:33]=[CH:32][C:31]([C@H:34]([NH2:36])[CH3:35])=[CH:30][CH:29]=1.F[P-](F)(F)(F)(F)F.C[N+](C)=C(N(C)C)ON1C2N=CC=CC=2N=N1.C(N(CC)C(C)C)(C)C.